From a dataset of Reaction yield outcomes from USPTO patents with 853,638 reactions. Predict the reaction yield, written as a fraction of the theoretical maximum amount of product (1.0 means a 100% yield; for example, 0.34 means a 34% yield). (1) The reactants are Cl[CH2:2][C:3]1[CH:4]=[C:5]([CH:20]=[CH:21][CH:22]=1)[O:6][CH2:7][C:8]1[N:9]=[C:10]([C:14]2[CH:19]=[CH:18][CH:17]=[CH:16][CH:15]=2)[O:11][C:12]=1[CH3:13].[CH2:23]([O:25][C:26]1[CH:31]=[CH:30][C:29]([OH:32])=[CH:28][C:27]=1[CH2:33][CH2:34][C:35]([O:37]CC)=[O:36])[CH3:24].C(=O)([O-])[O-].[K+].[K+].CN(C)C=O. The catalyst is O. The product is [CH2:23]([O:25][C:26]1[CH:31]=[CH:30][C:29]([O:32][CH2:2][C:3]2[CH:22]=[CH:21][CH:20]=[C:5]([O:6][CH2:7][C:8]3[N:9]=[C:10]([C:14]4[CH:19]=[CH:18][CH:17]=[CH:16][CH:15]=4)[O:11][C:12]=3[CH3:13])[CH:4]=2)=[CH:28][C:27]=1[CH2:33][CH2:34][C:35]([OH:37])=[O:36])[CH3:24]. The yield is 0.950. (2) The reactants are C([O:3][C:4]([C:6]1[CH:7]=[N:8][C:9]2[C:14]([C:15]=1[OH:16])=[CH:13][CH:12]=[CH:11][CH:10]=2)=[O:5])C.O=C1C2C(=CC=CC=2)NC=C1C(O)=O. The catalyst is [OH-].[Na+]. The product is [O:16]=[C:15]1[C:14]2[C:9](=[CH:10][CH:11]=[CH:12][CH:13]=2)[NH:8][CH:7]=[C:6]1[C:4]([OH:5])=[O:3]. The yield is 0.920.